Dataset: Full USPTO retrosynthesis dataset with 1.9M reactions from patents (1976-2016). Task: Predict the reactants needed to synthesize the given product. Given the product [Br:22][CH2:14][C:8]1[CH:9]=[CH:10][C:11]([O:12][CH3:13])=[C:6]([CH:7]=1)[O:5][CH2:4][C:3]1[C:2]([CH3:1])=[CH:19][CH:18]=[CH:17][C:16]=1[CH3:20], predict the reactants needed to synthesize it. The reactants are: [CH3:1][C:2]1[CH:19]=[CH:18][CH:17]=[C:16]([CH3:20])[C:3]=1[CH2:4][O:5][C:6]1[CH:7]=[C:8]([CH2:14]O)[CH:9]=[CH:10][C:11]=1[O:12][CH3:13].C(Br)(Br)(Br)[Br:22].C1(P(C2C=CC=CC=2)C2C=CC=CC=2)C=CC=CC=1.